This data is from Forward reaction prediction with 1.9M reactions from USPTO patents (1976-2016). The task is: Predict the product of the given reaction. (1) Given the reactants CN([CH2:4][C:5]1[C:9]2[CH:10]=[N:11][CH:12]=[CH:13][C:8]=2[NH:7][CH:6]=1)C.C(O)C.C(OCC)(=O)C.[C:23](#[N:25])C, predict the reaction product. The product is: [NH:7]1[C:8]2[CH:13]=[CH:12][N:11]=[CH:10][C:9]=2[C:5]([CH2:4][C:23]#[N:25])=[CH:6]1. (2) The product is: [N:35]1([CH2:2][CH2:3][O:4][C:5]2[C:10]([CH3:11])=[CH:9][C:8]([C:12]3[NH:21][C:20](=[O:22])[C:19]4[C:14](=[CH:15][C:16]([O:25][CH3:26])=[CH:17][C:18]=4[O:23][CH3:24])[N:13]=3)=[CH:7][C:6]=2[CH3:27])[CH2:37][CH2:7][CH2:6][CH2:5][CH2:10][CH2:34]1. Given the reactants Br[CH2:2][CH2:3][O:4][C:5]1[C:10]([CH3:11])=[CH:9][C:8]([C:12]2[NH:21][C:20](=[O:22])[C:19]3[C:14](=[CH:15][C:16]([O:25][CH3:26])=[CH:17][C:18]=3[O:23][CH3:24])[N:13]=2)=[CH:7][C:6]=1[CH3:27].C([O-])(O)=O.[Na+].O.[CH3:34][N:35]([CH:37]=O)C, predict the reaction product. (3) Given the reactants [F:1][C:2]1[CH:3]=[CH:4][C:5]2[O:10][CH2:9][C:8](=[O:11])[NH:7][C:6]=2[CH:12]=1.C([O-])([O-])=O.[Cs+].[Cs+].[Cl:19][CH2:20][CH2:21][CH2:22]I, predict the reaction product. The product is: [Cl:19][CH2:20][CH2:21][CH2:22][N:7]1[C:6]2[CH:12]=[C:2]([F:1])[CH:3]=[CH:4][C:5]=2[O:10][CH2:9][C:8]1=[O:11]. (4) Given the reactants [O:1]=[C:2]1[N:7]([CH:8]2[C:16]3[C:11](=[C:12]([C:17]([F:20])([F:19])[F:18])[CH:13]=[CH:14][CH:15]=3)[CH2:10][CH2:9]2)[C:6](=[O:21])[C:5]([C:22]([O:24][CH2:25][CH3:26])=[O:23])=[CH:4][NH:3]1.[CH3:27][N:28]1[C:36]2[C:31](=[CH:32][C:33](B3OC(C)(C)C(C)(C)O3)=[CH:34][CH:35]=2)[C:30]([CH3:47])([CH3:46])[C:29]1=[O:48], predict the reaction product. The product is: [O:1]=[C:2]1[N:7]([CH:8]2[C:16]3[C:11](=[C:12]([C:17]([F:18])([F:19])[F:20])[CH:13]=[CH:14][CH:15]=3)[CH2:10][CH2:9]2)[C:6](=[O:21])[C:5]([C:22]([O:24][CH2:25][CH3:26])=[O:23])=[CH:4][N:3]1[C:33]1[CH:32]=[C:31]2[C:36](=[CH:35][CH:34]=1)[N:28]([CH3:27])[C:29](=[O:48])[C:30]2([CH3:47])[CH3:46]. (5) Given the reactants CN(C=O)C.[Cl:6][C:7]1[CH:8]=[C:9]([CH:12]=[CH:13][C:14]=1F)[CH:10]=[O:11].C(=O)([O-])[O-].[K+].[K+].[NH:22]1[CH:26]=[CH:25][N:24]=[CH:23]1, predict the reaction product. The product is: [Cl:6][C:7]1[CH:8]=[C:9]([CH:12]=[CH:13][C:14]=1[N:22]1[CH:26]=[CH:25][N:24]=[CH:23]1)[CH:10]=[O:11].